From a dataset of Full USPTO retrosynthesis dataset with 1.9M reactions from patents (1976-2016). Predict the reactants needed to synthesize the given product. Given the product [CH2:1]([S:8][C:9]1[C:10]([F:20])=[CH:11][C:12]([NH:15][C:16](=[O:18])[CH3:17])=[N:13][CH:14]=1)[C:2]1[CH:7]=[CH:6][CH:5]=[CH:4][CH:3]=1, predict the reactants needed to synthesize it. The reactants are: [CH2:1]([S:8][C:9]1[C:10](Cl)=[CH:11][C:12]([NH:15][C:16](=[O:18])[CH3:17])=[N:13][CH:14]=1)[C:2]1[CH:7]=[CH:6][CH:5]=[CH:4][CH:3]=1.[F-:20].[K+].